Dataset: Catalyst prediction with 721,799 reactions and 888 catalyst types from USPTO. Task: Predict which catalyst facilitates the given reaction. (1) Reactant: [Cl:1][C:2]1[C:11]2[C:6](=[CH:7][C:8]([C:12]#[N:13])=[CH:9][CH:10]=2)[C:5]([NH:14][CH2:15][C:16]2[CH:21]=[CH:20][C:19]([O:22][CH3:23])=[C:18]([Cl:24])[CH:17]=2)=[N:4][N:3]=1.Cl.[OH:26][C@@H:27]1[CH2:32][CH2:31][CH2:30][NH:29][CH2:28]1.C(N(C(C)C)CC)(C)C.CN1CCCC1=O. The catalyst class is: 13. Product: [ClH:1].[Cl:24][C:18]1[CH:17]=[C:16]([CH:21]=[CH:20][C:19]=1[O:22][CH3:23])[CH2:15][NH:14][C:5]1[C:6]2[C:11](=[CH:10][CH:9]=[C:8]([C:12]#[N:13])[CH:7]=2)[C:2]([N:29]2[CH2:30][CH2:31][CH2:32][C@@H:27]([OH:26])[CH2:28]2)=[N:3][N:4]=1. (2) Reactant: [Br:1][C:2]1[CH:3]=[C:4]([OH:8])[CH:5]=[CH:6][CH:7]=1.C([O-])([O-])=O.[K+].[K+].[CH2:15](I)[CH:16]=[CH2:17]. Product: [CH2:17]([O:8][C:4]1[CH:5]=[CH:6][CH:7]=[C:2]([Br:1])[CH:3]=1)[CH:16]=[CH2:15]. The catalyst class is: 39. (3) Reactant: [C:1]([O:5][C:6]([N:8]1[CH2:13][CH2:12][C:11]2[N:14]([CH2:20][O:21][CH2:22][CH2:23][Si:24]([CH3:27])([CH3:26])[CH3:25])[N:15]=[C:16](B(O)O)[C:10]=2[CH2:9]1)=[O:7])([CH3:4])([CH3:3])[CH3:2].Cl[C:29]1[N:30]=[N:31][CH:32]=[CH:33][CH:34]=1.CC(C1C=C(C(C)C)C(C2C=CC=CC=2P(C2CCCCC2)C2CCCCC2)=C(C(C)C)C=1)C.C([O-])([O-])=O.[Na+].[Na+]. Product: [N:30]1[CH:29]=[CH:34][CH:33]=[C:32]([C:16]2[C:10]3[CH2:9][N:8]([C:6]([O:5][C:1]([CH3:4])([CH3:3])[CH3:2])=[O:7])[CH2:13][CH2:12][C:11]=3[N:14]([CH2:20][O:21][CH2:22][CH2:23][Si:24]([CH3:27])([CH3:26])[CH3:25])[N:15]=2)[N:31]=1. The catalyst class is: 333. (4) Reactant: [C:1]1([C:7]2[C:18]3[CH:17]=[C:16]4[C:12]([CH2:13][CH2:14][CH2:15]4)=[CH:11][C:10]=3[CH2:9][CH:8]=2)[CH:6]=[CH:5][CH:4]=[CH:3][CH:2]=1.[Li][Li].[Si:21]([CH3:25])([CH3:24])(Cl)[Cl:22]. Product: [Cl:22][Si:21]([CH3:25])([CH3:24])[CH:9]1[C:10]2[C:18](=[CH:17][C:16]3[CH2:15][CH2:14][CH2:13][C:12]=3[CH:11]=2)[C:7]([C:1]2[CH:6]=[CH:5][CH:4]=[CH:3][CH:2]=2)=[CH:8]1. The catalyst class is: 1. (5) Reactant: [CH2:1]([O:3][C:4](=[O:23])[CH2:5][O:6][C:7]1[CH:12]=[CH:11][C:10]([N:13](C(OC(C)(C)C)=O)[CH3:14])=[CH:9][C:8]=1[CH3:22])C.[CH3:1][O:3][C:4](=[O:23])[CH2:5][O:6][C:7]1[CH:12]=[CH:11][C:10]([N:13](C(OC(C)(C)C)=O)[CH3:14])=[CH:9][C:8]=1[CH3:22].C(O)(C(F)(F)F)=O. Product: [CH3:1][O:3][C:4](=[O:23])[CH2:5][O:6][C:7]1[CH:12]=[CH:11][C:10]([NH:13][CH3:14])=[CH:9][C:8]=1[CH3:22]. The catalyst class is: 2. (6) The catalyst class is: 6. Product: [Br:1][C:2]1[CH:3]=[C:4]([CH:11]=[CH:12][C:13]=1[CH3:14])[C:5]([N:7]([CH:8]1[CH2:9][CH2:10]1)[CH3:17])=[O:6]. Reactant: [Br:1][C:2]1[CH:3]=[C:4]([CH:11]=[CH:12][C:13]=1[CH3:14])[C:5]([NH:7][CH:8]1[CH2:10][CH2:9]1)=[O:6].[H-].[Na+].[CH3:17]I.